This data is from NCI-60 drug combinations with 297,098 pairs across 59 cell lines. The task is: Regression. Given two drug SMILES strings and cell line genomic features, predict the synergy score measuring deviation from expected non-interaction effect. (1) Drug 1: C1CCN(CC1)CCOC2=CC=C(C=C2)C(=O)C3=C(SC4=C3C=CC(=C4)O)C5=CC=C(C=C5)O. Drug 2: C1CN(P(=O)(OC1)NCCCl)CCCl. Cell line: UACC62. Synergy scores: CSS=-0.486, Synergy_ZIP=-1.04, Synergy_Bliss=-2.61, Synergy_Loewe=-3.13, Synergy_HSA=-3.08. (2) Drug 1: CNC(=O)C1=CC=CC=C1SC2=CC3=C(C=C2)C(=NN3)C=CC4=CC=CC=N4. Cell line: UACC-257. Drug 2: CCCCCOC(=O)NC1=NC(=O)N(C=C1F)C2C(C(C(O2)C)O)O. Synergy scores: CSS=1.32, Synergy_ZIP=1.30, Synergy_Bliss=2.34, Synergy_Loewe=1.39, Synergy_HSA=1.28. (3) Drug 1: C1CC(=O)NC(=O)C1N2CC3=C(C2=O)C=CC=C3N. Drug 2: N.N.Cl[Pt+2]Cl. Cell line: MOLT-4. Synergy scores: CSS=4.98, Synergy_ZIP=5.35, Synergy_Bliss=-0.175, Synergy_Loewe=-7.97, Synergy_HSA=-4.05. (4) Drug 1: CCC1(CC2CC(C3=C(CCN(C2)C1)C4=CC=CC=C4N3)(C5=C(C=C6C(=C5)C78CCN9C7C(C=CC9)(C(C(C8N6C=O)(C(=O)OC)O)OC(=O)C)CC)OC)C(=O)OC)O.OS(=O)(=O)O. Drug 2: CCN(CC)CCCC(C)NC1=C2C=C(C=CC2=NC3=C1C=CC(=C3)Cl)OC. Cell line: SK-MEL-5. Synergy scores: CSS=11.4, Synergy_ZIP=-3.11, Synergy_Bliss=1.75, Synergy_Loewe=2.30, Synergy_HSA=1.55. (5) Drug 1: C1CCC(CC1)NC(=O)N(CCCl)N=O. Drug 2: CN(C)C1=NC(=NC(=N1)N(C)C)N(C)C. Cell line: RPMI-8226. Synergy scores: CSS=31.0, Synergy_ZIP=13.5, Synergy_Bliss=12.7, Synergy_Loewe=-29.6, Synergy_HSA=5.68. (6) Cell line: SF-268. Drug 2: CN(CC1=CN=C2C(=N1)C(=NC(=N2)N)N)C3=CC=C(C=C3)C(=O)NC(CCC(=O)O)C(=O)O. Synergy scores: CSS=43.1, Synergy_ZIP=-0.368, Synergy_Bliss=1.40, Synergy_Loewe=-7.89, Synergy_HSA=2.81. Drug 1: C1=CC(=C2C(=C1NCCNCCO)C(=O)C3=C(C=CC(=C3C2=O)O)O)NCCNCCO. (7) Drug 1: CC1=C(C=C(C=C1)NC2=NC=CC(=N2)N(C)C3=CC4=NN(C(=C4C=C3)C)C)S(=O)(=O)N.Cl. Drug 2: C1=C(C(=O)NC(=O)N1)N(CCCl)CCCl. Cell line: NCI/ADR-RES. Synergy scores: CSS=16.7, Synergy_ZIP=-3.54, Synergy_Bliss=3.84, Synergy_Loewe=-6.64, Synergy_HSA=2.53. (8) Drug 1: COC1=CC(=CC(=C1O)OC)C2C3C(COC3=O)C(C4=CC5=C(C=C24)OCO5)OC6C(C(C7C(O6)COC(O7)C8=CC=CS8)O)O. Drug 2: C1CNP(=O)(OC1)N(CCCl)CCCl. Cell line: TK-10. Synergy scores: CSS=31.8, Synergy_ZIP=5.65, Synergy_Bliss=5.74, Synergy_Loewe=-3.87, Synergy_HSA=7.23.